Task: Regression. Given a peptide amino acid sequence and an MHC pseudo amino acid sequence, predict their binding affinity value. This is MHC class II binding data.. Dataset: Peptide-MHC class II binding affinity with 134,281 pairs from IEDB (1) The peptide sequence is REYPTIKQKKPDFIL. The MHC is DRB3_0301 with pseudo-sequence DRB3_0301. The binding affinity (normalized) is 0.506. (2) The peptide sequence is KTISVVTLLCVLPAV. The MHC is H-2-IAb with pseudo-sequence H-2-IAb. The binding affinity (normalized) is 0.372. (3) The peptide sequence is AAPGAAVASAAAPAS. The MHC is DRB1_0701 with pseudo-sequence DRB1_0701. The binding affinity (normalized) is 0.327.